From a dataset of Full USPTO retrosynthesis dataset with 1.9M reactions from patents (1976-2016). Predict the reactants needed to synthesize the given product. (1) Given the product [Cl:3][C:4]1[CH:5]=[CH:6][C:7]([CH2:8][NH:9][C:10]([C:12]2([NH2:18])[CH2:13][CH2:14][N:15]([C:22]3[N:30]=[CH:29][N:28]=[C:27]4[C:23]=3[N:24]=[CH:25][NH:26]4)[CH2:16][CH2:17]2)=[O:11])=[CH:19][CH:20]=1, predict the reactants needed to synthesize it. The reactants are: Cl.Cl.[Cl:3][C:4]1[CH:20]=[CH:19][C:7]([CH2:8][NH:9][C:10]([C:12]2([NH2:18])[CH2:17][CH2:16][NH:15][CH2:14][CH2:13]2)=[O:11])=[CH:6][CH:5]=1.Cl[C:22]1[N:30]=[CH:29][N:28]=[C:27]2[C:23]=1[NH:24][CH:25]=[N:26]2.C(N(CC)CC)C. (2) Given the product [C:33]([CH:12]([C:9]1[CH:8]=[C:3]([C:4]([O:6][CH3:7])=[O:5])[C:2]([C:45]2[CH:44]=[CH:43][CH:42]=[CH:41][C:40]=2[CH2:39][CH2:38][CH2:37][O:36][CH3:35])=[CH:11][CH:10]=1)[CH2:13][C:14]1[CH:19]=[CH:18][C:17]([O:20][CH2:21][CH2:22][O:23][C:24]2[C:29]([Cl:30])=[CH:28][C:27]([CH3:31])=[CH:26][C:25]=2[Cl:32])=[CH:16][CH:15]=1)#[N:34], predict the reactants needed to synthesize it. The reactants are: Br[C:2]1[CH:11]=[CH:10][C:9]([CH:12]([C:33]#[N:34])[CH2:13][C:14]2[CH:19]=[CH:18][C:17]([O:20][CH2:21][CH2:22][O:23][C:24]3[C:29]([Cl:30])=[CH:28][C:27]([CH3:31])=[CH:26][C:25]=3[Cl:32])=[CH:16][CH:15]=2)=[CH:8][C:3]=1[C:4]([O:6][CH3:7])=[O:5].[CH3:35][O:36][CH2:37][CH2:38][CH2:39][C:40]1[CH:45]=[CH:44][CH:43]=[CH:42][C:41]=1B(O)O.